This data is from Full USPTO retrosynthesis dataset with 1.9M reactions from patents (1976-2016). The task is: Predict the reactants needed to synthesize the given product. (1) Given the product [CH3:24][CH:23]([CH3:25])[C@H:18]([N:13]1[CH2:12][C:11]2[C:15](=[CH:16][C:8]([C:5]3[CH:4]=[CH:3][C:2]([NH:1][C:34]([NH:33][C:29]4[CH:28]=[C:27]([CH3:26])[CH:32]=[CH:31][CH:30]=4)=[O:35])=[CH:7][CH:6]=3)=[CH:9][CH:10]=2)[C:14]1=[O:17])[C:19]([O:21][CH3:22])=[O:20], predict the reactants needed to synthesize it. The reactants are: [NH2:1][C:2]1[CH:7]=[CH:6][C:5]([C:8]2[CH:16]=[C:15]3[C:11]([CH2:12][N:13]([C@@H:18]([CH:23]([CH3:25])[CH3:24])[C:19]([O:21][CH3:22])=[O:20])[C:14]3=[O:17])=[CH:10][CH:9]=2)=[CH:4][CH:3]=1.[CH3:26][C:27]1[CH:28]=[C:29]([N:33]=[C:34]=[O:35])[CH:30]=[CH:31][CH:32]=1. (2) Given the product [ClH:22].[ClH:22].[ClH:22].[N:16]1([C:12]2[CH:11]=[C:10]([NH:8][NH2:9])[CH:15]=[CH:14][CH:13]=2)[CH2:17][CH2:18][O:19][CH2:20][CH2:21]1, predict the reactants needed to synthesize it. The reactants are: C(OC([N:8]([C:10]1[CH:15]=[CH:14][CH:13]=[C:12]([N:16]2[CH2:21][CH2:20][O:19][CH2:18][CH2:17]2)[CH:11]=1)[NH2:9])=O)(C)(C)C.[ClH:22].